Task: Predict the reactants needed to synthesize the given product.. Dataset: Full USPTO retrosynthesis dataset with 1.9M reactions from patents (1976-2016) (1) Given the product [NH:31]1[C:1]([C:4]2[CH:9]=[CH:8][N:7]=[C:6]([NH:10][C:11]3[CH:12]=[C:13]4[C:18](=[C:19]([NH:21][C:22]([CH3:23])([CH3:25])[CH3:24])[N:20]=3)[C:17](=[O:26])[N:16]([CH2:27][CH2:28][OH:29])[CH:15]=[CH:14]4)[CH:5]=2)=[CH:2][CH:38]=[N:36]1, predict the reactants needed to synthesize it. The reactants are: [C:1]([C:4]1[CH:9]=[CH:8][N:7]=[C:6]([NH:10][C:11]2[CH:12]=[C:13]3[C:18](=[C:19]([NH:21][C:22]([CH3:25])([CH3:24])[CH3:23])[N:20]=2)[C:17](=[O:26])[N:16]([CH2:27][CH2:28][OH:29])[CH:15]=[CH:14]3)[CH:5]=1)(=O)[CH3:2].O.[NH2:31]N.COC(OC)[N:36]([CH3:38])C. (2) Given the product [C:54]([O:53][C:51]([NH:50][C:47]1[N:46]=[CH:45][C:44]([CH2:43][C@H:35]([NH:34][C:22]([NH:1][C@@H:2]2[CH2:16][C:15]3=[CH:17][N:12]([CH:13]=[N:14]3)[CH2:11][CH2:10][CH2:9][CH2:8][O:7][CH2:6][C@H:5]([CH:18]([CH3:19])[CH3:20])[NH:4][C:3]2=[O:21])=[O:23])[C:36]([O:38][C:39]([CH3:40])([CH3:41])[CH3:42])=[O:37])=[CH:49][CH:48]=1)=[O:52])([CH3:57])([CH3:56])[CH3:55], predict the reactants needed to synthesize it. The reactants are: [NH2:1][C@@H:2]1[CH2:16][C:15]2=[CH:17][N:12]([CH:13]=[N:14]2)[CH2:11][CH2:10][CH2:9][CH2:8][O:7][CH2:6][C@H:5]([CH:18]([CH3:20])[CH3:19])[NH:4][C:3]1=[O:21].[C:22](N1C=CN=C1)(N1C=CN=C1)=[O:23].[NH2:34][C@@H:35]([CH2:43][C:44]1[CH:45]=[N:46][C:47]([NH:50][C:51]([O:53][C:54]([CH3:57])([CH3:56])[CH3:55])=[O:52])=[CH:48][CH:49]=1)[C:36]([O:38][C:39]([CH3:42])([CH3:41])[CH3:40])=[O:37]. (3) The reactants are: [NH2:1][C:2]1[N:11]=[CH:10][C:9]2[C:8](SC)=[N:7][CH:6]=[N:5][C:4]=2[CH:3]=1.[CH3:14][N:15]([CH3:23])[C:16]1[CH:21]=[CH:20][C:19]([NH2:22])=[CH:18][CH:17]=1. Given the product [NH2:1][C:2]1[N:11]=[CH:10][C:9]2[C:8]([NH:22][C:19]3[CH:20]=[CH:21][C:16]([N:15]([CH3:23])[CH3:14])=[CH:17][CH:18]=3)=[N:7][CH:6]=[N:5][C:4]=2[CH:3]=1, predict the reactants needed to synthesize it. (4) Given the product [NH2:22][C:11]1[CH:12]=[C:13]([C:16]2[N:20]=[C:19]([CH3:21])[O:18][N:17]=2)[CH:14]=[CH:15][C:10]=1[CH2:9][NH:8][C:6](=[O:7])[C:5]1[CH:25]=[C:26]([O:29][CH3:30])[C:27]([CH3:28])=[C:3]([O:2][CH3:1])[CH:4]=1, predict the reactants needed to synthesize it. The reactants are: [CH3:1][O:2][C:3]1[CH:4]=[C:5]([CH:25]=[C:26]([O:29][CH3:30])[C:27]=1[CH3:28])[C:6]([NH:8][CH2:9][C:10]1[CH:15]=[CH:14][C:13]([C:16]2[N:20]=[C:19]([CH3:21])[O:18][N:17]=2)=[CH:12][C:11]=1[N+:22]([O-])=O)=[O:7].C(O)(=O)C.O. (5) Given the product [F:1][C:2]1[CH:3]=[C:4]2[C:10]([C:11]3[N:12]=[C:13]([NH:35][CH2:34][C:33]([F:37])([F:36])[F:32])[C:14]4[C:19]([CH3:21])([CH3:20])[C:18](=[O:22])[NH:17][C:15]=4[N:16]=3)=[N:9][N:8]([CH2:24][C:25]3[C:30]([F:31])=[CH:29][CH:28]=[CH:27][N:26]=3)[C:5]2=[N:6][CH:7]=1, predict the reactants needed to synthesize it. The reactants are: [F:1][C:2]1[CH:3]=[C:4]2[C:10]([C:11]3[N:12]=[C:13](I)[C:14]4[C:19]([CH3:21])([CH3:20])[C:18](=[O:22])[NH:17][C:15]=4[N:16]=3)=[N:9][N:8]([CH2:24][C:25]3[C:30]([F:31])=[CH:29][CH:28]=[CH:27][N:26]=3)[C:5]2=[N:6][CH:7]=1.[F:32][C:33]([F:37])([F:36])[CH2:34][NH2:35].